From a dataset of Full USPTO retrosynthesis dataset with 1.9M reactions from patents (1976-2016). Predict the reactants needed to synthesize the given product. (1) Given the product [F:34][C:28]1[CH:29]=[C:30]([F:33])[CH:31]=[CH:32][C:27]=1[CH2:26][N:15]1[C:12]2[CH2:13][CH2:14][N:9]([C:7](=[O:8])[CH2:6][OH:5])[CH2:10][C:11]=2[C:17]([C:18]2[CH:19]=[C:20]([CH:23]=[CH:24][CH:25]=2)[C:21]#[N:22])=[N:16]1, predict the reactants needed to synthesize it. The reactants are: C([O:5][CH2:6][C:7]([N:9]1[CH2:14][CH2:13][C:12]2[N:15]([CH2:26][C:27]3[CH:32]=[CH:31][C:30]([F:33])=[CH:29][C:28]=3[F:34])[N:16]=[C:17]([C:18]3[CH:19]=[C:20]([CH:23]=[CH:24][CH:25]=3)[C:21]#[N:22])[C:11]=2[CH2:10]1)=[O:8])(C)(C)C.FC(F)(F)C(O)=O. (2) Given the product [OH:6][CH:72]([CH2:73][OH:5])[CH2:71][C:74]1[C:83]2[O:82][C:81](=[O:84])[N:80]([CH3:85])[CH2:79][C:78]=2[CH:77]=[CH:76][C:75]=1[O:86][CH3:87], predict the reactants needed to synthesize it. The reactants are: C([OH:5])(C)(C)C.[OH2:6].CC[C@@H]1[C@@H]2C[C@H]([C@@H](OC3C4C(=CC=CC=4)C(O[C@@H](C4C=CN=C5C=4C=C(OC)C=C5)[C@@H]4N5C[C@H](CC)[C@@H](CC5)C4)=NN=3)C3C=CN=C4C=3C=C(OC)C=C4)N(CC2)C1.S([O-])([O-])=O.[Na+].[Na+].[CH2:71]([C:74]1[C:83]2[O:82][C:81](=[O:84])[N:80]([CH3:85])[CH2:79][C:78]=2[CH:77]=[CH:76][C:75]=1[O:86][CH3:87])[CH:72]=[CH2:73]. (3) Given the product [S:8]1[CH:9]=[CH:10][C:6]([C:4]2([OH:5])[CH2:12][CH2:11]2)=[CH:7]1, predict the reactants needed to synthesize it. The reactants are: C(O[C:4]([C:6]1[CH:10]=[CH:9][S:8][CH:7]=1)=[O:5])C.[CH2:11]([Mg]Br)[CH3:12].S(=O)(=O)(O)O. (4) The reactants are: [CH3:1][O:2][C:3]1[CH:8]=[CH:7][CH:6]=[C:5]([N+:9]([O-:11])=[O:10])[C:4]=1N.N([O-])=O.[Na+].[ClH:17]. Given the product [Cl:17][C:4]1[C:5]([N+:9]([O-:11])=[O:10])=[CH:6][CH:7]=[CH:8][C:3]=1[O:2][CH3:1], predict the reactants needed to synthesize it.